Dataset: Full USPTO retrosynthesis dataset with 1.9M reactions from patents (1976-2016). Task: Predict the reactants needed to synthesize the given product. (1) Given the product [N:54]1([CH2:53][C@@H:49]2[CH2:50][CH2:51][CH2:52][N:48]2[C:12]([C:11]2[CH:10]=[CH:9][C:8]([C:6]3[S:7][C:3]([C:1]#[N:2])=[CH:4][CH:5]=3)=[CH:16][CH:15]=2)=[O:14])[CH2:58][CH2:57][CH2:56][CH2:55]1, predict the reactants needed to synthesize it. The reactants are: [C:1]([C:3]1[S:7][C:6]([C:8]2[CH:16]=[CH:15][C:11]([C:12]([OH:14])=O)=[CH:10][CH:9]=2)=[CH:5][CH:4]=1)#[N:2].CCN=C=NCCCN(C)C.Cl.C1C=CC2N(O)N=NC=2C=1.CCN(C(C)C)C(C)C.[NH:48]1[CH2:52][CH2:51][CH2:50][C@H:49]1[CH2:53][N:54]1[CH2:58][CH2:57][CH2:56][CH2:55]1. (2) Given the product [ClH:1].[CH3:2][N:3]([CH3:15])[C@@:4]12[C@@H:12]3[CH2:13][C@@H:9]([CH2:10][CH2:11]3)[C@:8]1([CH3:14])[CH2:7][CH2:6][CH2:5]2, predict the reactants needed to synthesize it. The reactants are: [ClH:1].[CH3:2][NH:3][C@@:4]12[C@@H:12]3[CH2:13][C@@H:9]([CH2:10][CH2:11]3)[C@:8]1([CH3:14])[CH2:7][CH2:6][CH2:5]2.[C:15](=O)([O-])[O-].[K+].[K+].IC. (3) Given the product [F:15][C:16]1[CH:23]=[CH:22][C:19]([CH:20]=[C:11]2[CH2:10][C:9]3[C:13](=[C:5]([O:4][CH3:3])[CH:6]=[CH:7][CH:8]=3)[C:12]2=[O:14])=[CH:18][CH:17]=1, predict the reactants needed to synthesize it. The reactants are: [OH-].[Na+].[CH3:3][O:4][C:5]1[CH:6]=[CH:7][CH:8]=[C:9]2[C:13]=1[C:12](=[O:14])[CH2:11][CH2:10]2.[F:15][C:16]1[CH:23]=[CH:22][C:19]([CH:20]=O)=[CH:18][CH:17]=1. (4) The reactants are: [S:1]1[CH2:7][C:5](=[O:6])[NH:4][C:2]1=[S:3].[CH:8]([C:10]1[CH:28]=[CH:27][C:13]([O:14][C:15]2[CH:22]=[CH:21][C:18]([C:19]#[N:20])=[CH:17][C:16]=2[C:23]([F:26])([F:25])[F:24])=[C:12]([O:29][CH3:30])[CH:11]=1)=O. Given the product [CH3:30][O:29][C:12]1[CH:11]=[C:10]([CH:8]=[C:7]2[S:1][C:2](=[S:3])[NH:4][C:5]2=[O:6])[CH:28]=[CH:27][C:13]=1[O:14][C:15]1[CH:22]=[CH:21][C:18]([C:19]#[N:20])=[CH:17][C:16]=1[C:23]([F:24])([F:26])[F:25], predict the reactants needed to synthesize it.